From a dataset of Retrosynthesis with 50K atom-mapped reactions and 10 reaction types from USPTO. Predict the reactants needed to synthesize the given product. (1) The reactants are: COc1ccc(N)cc1.O=C(O)c1cnc2ccc(CCc3ccccc3)nn12. Given the product COc1ccc(NC(=O)c2cnc3ccc(CCc4ccccc4)nn23)cc1, predict the reactants needed to synthesize it. (2) Given the product CCC(C(=O)N1CCCc2c1cnn2-c1ccc(F)cc1)n1nc(C(F)(F)F)c(Cl)c1C, predict the reactants needed to synthesize it. The reactants are: CCC(C(=O)O)n1nc(C(F)(F)F)c(Cl)c1C.Fc1ccc(-n2ncc3c2CCCN3)cc1. (3) Given the product COCn1ncc(Cl)c(OC)c1=O, predict the reactants needed to synthesize it. The reactants are: COCn1ncc(Cl)c(Cl)c1=O.C[O-]. (4) Given the product Cc1cc(C(O)(C(C)c2ccc(Oc3ccc(C=O)cc3C(F)(F)F)cc2Cl)C(F)(F)F)cn(C)c1=O, predict the reactants needed to synthesize it. The reactants are: Cc1cc(C(O)(C(C)c2ccc(O)cc2Cl)C(F)(F)F)cn(C)c1=O.O=Cc1ccc(F)c(C(F)(F)F)c1.